Dataset: CYP2C9 inhibition data for predicting drug metabolism from PubChem BioAssay. Task: Regression/Classification. Given a drug SMILES string, predict its absorption, distribution, metabolism, or excretion properties. Task type varies by dataset: regression for continuous measurements (e.g., permeability, clearance, half-life) or binary classification for categorical outcomes (e.g., BBB penetration, CYP inhibition). Dataset: cyp2c9_veith. (1) The molecule is CN(C)c1ccc(-c2ccc3ncnc(N(C)C)c3c2)cc1. The result is 0 (non-inhibitor). (2) The compound is CSC(N)=NCCC[C@@H](N)C(=O)O. The result is 0 (non-inhibitor). (3) The drug is COC(=O)[C@H]1C[C@@H]1[C@H](N)c1ccccc1. The result is 0 (non-inhibitor). (4) The drug is COc1ccc(Oc2ncc3ncc(=O)n(CCc4ccccc4)c3n2)cc1. The result is 0 (non-inhibitor). (5) The drug is c1csc(CNc2ncnc3ccc(-c4ccoc4)cc23)c1. The result is 0 (non-inhibitor). (6) The molecule is COC(=O)c1ccc(NC(=O)COc2ccc(C3C(C#N)=C(N)Oc4c3ccc3ccccc43)cc2OC)cc1. The result is 1 (inhibitor).